Dataset: Full USPTO retrosynthesis dataset with 1.9M reactions from patents (1976-2016). Task: Predict the reactants needed to synthesize the given product. (1) Given the product [CH2:17]([O:14][CH2:13][C@H:12]([CH2:11][O:10][CH2:3][C:4]1[CH:9]=[CH:8][CH:7]=[CH:6][CH:5]=1)[O:15][CH2:32][CH2:31][CH2:30][CH2:29][CH2:28][CH2:27][CH2:26][CH2:25][CH2:24][CH2:23][CH2:22][CH2:21][CH2:20][CH2:19][CH2:18][CH3:17])[CH2:18][CH2:19][CH2:20][CH2:21][CH2:22][CH2:23][CH2:24][CH2:25][CH2:26][CH2:27][CH2:28][CH2:29][CH2:30][CH2:31][CH3:32], predict the reactants needed to synthesize it. The reactants are: [H-].[Na+].[CH2:3]([O:10][CH2:11][C@H:12]([OH:15])[CH2:13][OH:14])[C:4]1[CH:9]=[CH:8][CH:7]=[CH:6][CH:5]=1.Br[CH2:17][CH2:18][CH2:19][CH2:20][CH2:21][CH2:22][CH2:23][CH2:24][CH2:25][CH2:26][CH2:27][CH2:28][CH2:29][CH2:30][CH2:31][CH3:32].O. (2) Given the product [Br:10][C:8]1[C:9]([OH:11])=[C:5]([C:3]([OH:2])=[O:4])[S:6][CH:7]=1, predict the reactants needed to synthesize it. The reactants are: C[O:2][C:3]([C:5]1[S:6][CH:7]=[C:8]([Br:10])[CH:9]=1)=[O:4].[OH-:11].[Na+].CO.O.Cl.